From a dataset of Reaction yield outcomes from USPTO patents with 853,638 reactions. Predict the reaction yield, written as a fraction of the theoretical maximum amount of product (1.0 means a 100% yield; for example, 0.34 means a 34% yield). (1) The reactants are [O:1]1[CH:5]=[C:4]([C:6]2[CH:15]=[CH:14][C:9]([O:10][CH2:11][CH2:12][NH2:13])=[CH:8][CH:7]=2)[N:3]=[CH:2]1.[F-].C([N+:21]([CH2:30][CH2:31][CH2:32][CH3:33])([CH2:26][CH2:27][CH2:28]C)CCCC)CCC.[OH2:34].CO.ClCCl. The catalyst is O1CCCC1.C(Cl)(Cl)Cl. The product is [O:1]1[CH:5]=[C:4]([C:6]2[CH:15]=[CH:14][C:9]([O:10][CH2:11][CH2:12][NH:13][CH2:33][C@@H:32]([C:31]3[CH:30]=[N:21][CH:26]=[CH:27][CH:28]=3)[OH:34])=[CH:8][CH:7]=2)[N:3]=[CH:2]1. The yield is 0.520. (2) The reactants are [CH3:1][S:2]([N:5]1[CH2:10][CH2:9][C:8]2[N:11]([CH2:24][CH2:25][CH:26]=O)[N:12]=[C:13]([C:14]3[CH:19]=[CH:18][C:17]([C:20]([F:23])([F:22])[F:21])=[CH:16][CH:15]=3)[C:7]=2[CH2:6]1)(=[O:4])=[O:3].[Cl:28][C:29]1[CH:34]=[CH:33][CH:32]=[C:31]([N+:35]([O-:37])=[O:36])[C:30]=1[N:38]1[CH2:43][CH2:42][NH:41][CH2:40][CH2:39]1.S([O-])([O-])(=O)=O.[Na+].[Na+].C(O[BH-](OC(=O)C)OC(=O)C)(=O)C.[Na+]. The catalyst is C(Cl)Cl. The product is [Cl:28][C:29]1[CH:34]=[CH:33][CH:32]=[C:31]([N+:35]([O-:37])=[O:36])[C:30]=1[N:38]1[CH2:43][CH2:42][N:41]([CH2:26][CH2:25][CH2:24][N:11]2[C:8]3[CH2:9][CH2:10][N:5]([S:2]([CH3:1])(=[O:4])=[O:3])[CH2:6][C:7]=3[C:13]([C:14]3[CH:19]=[CH:18][C:17]([C:20]([F:23])([F:22])[F:21])=[CH:16][CH:15]=3)=[N:12]2)[CH2:40][CH2:39]1. The yield is 0.490. (3) The reactants are [CH3:1][O:2][C:3]1[CH:8]=[CH:7][C:6]([O:9][CH2:10][O:11][CH3:12])=[CH:5][N:4]=1.C([Li])(C)(C)C.CCCCC.[C:23]1([CH:29]([C:41]2[CH:46]=[CH:45][CH:44]=[CH:43][CH:42]=2)[N:30]2[C:38]3[C:33](=[CH:34][CH:35]=[CH:36][CH:37]=3)[C:32](=[O:39])[C:31]2=[O:40])[CH:28]=[CH:27][CH:26]=[CH:25][CH:24]=1.[Cl-].[NH4+]. The product is [C:41]1([CH:29]([C:23]2[CH:28]=[CH:27][CH:26]=[CH:25][CH:24]=2)[N:30]2[C:38]3[C:33](=[CH:34][CH:35]=[CH:36][CH:37]=3)[C:32]([OH:39])([C:7]3[C:6]([O:9][CH2:10][O:11][CH3:12])=[CH:5][N:4]=[C:3]([O:2][CH3:1])[CH:8]=3)[C:31]2=[O:40])[CH:42]=[CH:43][CH:44]=[CH:45][CH:46]=1. The yield is 0.640. The catalyst is O1CCCC1.C(OCC)(=O)C.O. (4) The reactants are C([O:3][C:4]([C:6]1[C:7]([C:11]2[CH:16]=[CH:15][C:14]([Cl:17])=[CH:13][CH:12]=2)=[N:8][O:9][CH:10]=1)=[O:5])C.C(OC(C1C(C2C=CC(F)=CC=2)=NOC=1)=O)C. No catalyst specified. The product is [Cl:17][C:14]1[CH:13]=[CH:12][C:11]([C:7]2[C:6]([C:4]([OH:5])=[O:3])=[CH:10][O:9][N:8]=2)=[CH:16][CH:15]=1. The yield is 0.920. (5) The reactants are [NH2:1][N:2]1[CH2:7][CH2:6][N:5]([CH2:8][CH2:9][C:10]2[C:19]3[C:14](=[CH:15][CH:16]=[C:17]([O:20][CH3:21])[N:18]=3)[N:13]=[CH:12][C:11]=2[F:22])[CH2:4][CH:3]1[CH2:23][OH:24].[O:25]=[C:26]1[CH2:31][S:30][C:29]2[CH:32]=[CH:33][C:34]([C:36](O)=[O:37])=[N:35][C:28]=2[NH:27]1.C(Cl)CCl.C1C=CC2N(O)N=NC=2C=1. The catalyst is C(Cl)Cl.CN(C=O)C. The product is [F:22][C:11]1[CH:12]=[N:13][C:14]2[C:19]([C:10]=1[CH2:9][CH2:8][N:5]1[CH2:6][CH2:7][N:2]([NH:1][C:36]([C:34]3[CH:33]=[CH:32][C:29]4[S:30][CH2:31][C:26](=[O:25])[NH:27][C:28]=4[N:35]=3)=[O:37])[CH:3]([CH2:23][OH:24])[CH2:4]1)=[N:18][C:17]([O:20][CH3:21])=[CH:16][CH:15]=2. The yield is 0.430.